This data is from NCI-60 drug combinations with 297,098 pairs across 59 cell lines. The task is: Regression. Given two drug SMILES strings and cell line genomic features, predict the synergy score measuring deviation from expected non-interaction effect. (1) Drug 1: C1=CC=C(C=C1)NC(=O)CCCCCCC(=O)NO. Drug 2: CCC1(C2=C(COC1=O)C(=O)N3CC4=CC5=C(C=CC(=C5CN(C)C)O)N=C4C3=C2)O. Cell line: SW-620. Synergy scores: CSS=77.6, Synergy_ZIP=6.22, Synergy_Bliss=6.13, Synergy_Loewe=1.83, Synergy_HSA=6.79. (2) Drug 1: C1=NNC2=C1C(=O)NC=N2. Drug 2: CC1C(C(CC(O1)OC2CC(CC3=C2C(=C4C(=C3O)C(=O)C5=CC=CC=C5C4=O)O)(C(=O)C)O)N)O. Cell line: HCT-15. Synergy scores: CSS=36.0, Synergy_ZIP=-1.93, Synergy_Bliss=0.674, Synergy_Loewe=-10.6, Synergy_HSA=2.39. (3) Drug 1: CC12CCC(CC1=CCC3C2CCC4(C3CC=C4C5=CN=CC=C5)C)O. Drug 2: CC1C(C(CC(O1)OC2CC(OC(C2O)C)OC3=CC4=CC5=C(C(=O)C(C(C5)C(C(=O)C(C(C)O)O)OC)OC6CC(C(C(O6)C)O)OC7CC(C(C(O7)C)O)OC8CC(C(C(O8)C)O)(C)O)C(=C4C(=C3C)O)O)O)O. Cell line: LOX IMVI. Synergy scores: CSS=21.0, Synergy_ZIP=-3.93, Synergy_Bliss=-1.78, Synergy_Loewe=1.51, Synergy_HSA=0.218. (4) Synergy scores: CSS=42.0, Synergy_ZIP=0.650, Synergy_Bliss=5.35, Synergy_Loewe=-20.6, Synergy_HSA=6.34. Cell line: MCF7. Drug 1: CC12CCC(CC1=CCC3C2CCC4(C3CC=C4C5=CN=CC=C5)C)O. Drug 2: C1CCC(C(C1)N)N.C(=O)(C(=O)[O-])[O-].[Pt+4]. (5) Drug 1: C1CCN(CC1)CCOC2=CC=C(C=C2)C(=O)C3=C(SC4=C3C=CC(=C4)O)C5=CC=C(C=C5)O. Drug 2: CCC(=C(C1=CC=CC=C1)C2=CC=C(C=C2)OCCN(C)C)C3=CC=CC=C3.C(C(=O)O)C(CC(=O)O)(C(=O)O)O. Cell line: OVCAR-5. Synergy scores: CSS=2.09, Synergy_ZIP=0.358, Synergy_Bliss=2.74, Synergy_Loewe=0.992, Synergy_HSA=0.889. (6) Drug 1: CC1OCC2C(O1)C(C(C(O2)OC3C4COC(=O)C4C(C5=CC6=C(C=C35)OCO6)C7=CC(=C(C(=C7)OC)O)OC)O)O. Drug 2: COC1=C2C(=CC3=C1OC=C3)C=CC(=O)O2. Cell line: IGROV1. Synergy scores: CSS=23.6, Synergy_ZIP=-2.08, Synergy_Bliss=2.83, Synergy_Loewe=-8.78, Synergy_HSA=2.51. (7) Drug 1: CC12CCC3C(C1CCC2NC(=O)OCC(F)(F)F)CCC4C3(C=CC(=O)N4C)C. Drug 2: CC1=C(C(=O)C2=C(C1=O)N3CC4C(C3(C2COC(=O)N)OC)N4)N. Cell line: NCIH23. Synergy scores: CSS=64.0, Synergy_ZIP=4.40, Synergy_Bliss=2.05, Synergy_Loewe=0.832, Synergy_HSA=4.43. (8) Drug 1: C1CN1P(=S)(N2CC2)N3CC3. Drug 2: CC(C)CN1C=NC2=C1C3=CC=CC=C3N=C2N. Cell line: SK-MEL-5. Synergy scores: CSS=18.1, Synergy_ZIP=-3.92, Synergy_Bliss=0.0288, Synergy_Loewe=-0.659, Synergy_HSA=-0.985.